This data is from Forward reaction prediction with 1.9M reactions from USPTO patents (1976-2016). The task is: Predict the product of the given reaction. (1) Given the reactants [OH:1][C:2]([CH3:7])([CH3:6])[C:3]([OH:5])=[O:4].[CH2:8]([N:16]([CH2:25][CH2:26][CH2:27][CH2:28][CH2:29][CH2:30][CH2:31][CH3:32])[CH2:17][CH2:18][CH2:19][CH2:20][CH2:21][CH2:22][CH2:23][CH3:24])[CH2:9][CH2:10][CH2:11][CH2:12][CH2:13][CH2:14][CH3:15], predict the reaction product. The product is: [CH2:25]([NH+:16]([CH2:8][CH2:9][CH2:10][CH2:11][CH2:12][CH2:13][CH2:14][CH3:15])[CH2:17][CH2:18][CH2:19][CH2:20][CH2:21][CH2:22][CH2:23][CH3:24])[CH2:26][CH2:27][CH2:28][CH2:29][CH2:30][CH2:31][CH3:32].[CH2:25]([N:16]([CH2:8][CH2:9][CH2:10][CH2:11][CH2:12][CH2:13][CH2:14][CH3:15])[CH2:17][CH2:18][CH2:19][CH2:20][CH2:21][CH2:22][CH2:23][CH3:24])[CH2:26][CH2:27][CH2:28][CH2:29][CH2:30][CH2:31][CH3:32].[OH:1][C:2]([CH3:7])([CH3:6])[C:3]([OH:5])=[O:4]. (2) Given the reactants [C:1]([Si:5]([CH3:51])([CH3:50])[O:6][CH:7]([C:44]1[CH:49]=[CH:48][CH:47]=[CH:46][CH:45]=1)[CH2:8][CH2:9][CH:10]([CH:25]([C:36]1[CH:41]=[CH:40][C:39](OC)=[CH:38][CH:37]=1)[NH:26][C:27]1[CH:32]=[CH:31][C:30]([N+:33]([O-:35])=[O:34])=[CH:29][CH:28]=1)[C:11](N1C(C2C=CC=CC=2)COC1=O)=[O:12])([CH3:4])([CH3:3])[CH3:2].C[Si](C([Si](C)(C)C)[C:57](N)=[O:58])(C)C.[F-].C([N+](CCCC)(CCCC)CCCC)CCC.C(OC)(C)(C)C, predict the reaction product. The product is: [C:1]([Si:5]([CH3:51])([CH3:50])[O:6][CH:7]([C:44]1[CH:45]=[CH:46][CH:47]=[CH:48][CH:49]=1)[CH2:8][CH2:9][CH:10]1[CH:25]([C:36]2[CH:37]=[CH:38][CH:39]=[C:40]([O:58][CH3:57])[CH:41]=2)[N:26]([C:27]2[CH:32]=[CH:31][C:30]([N+:33]([O-:35])=[O:34])=[CH:29][CH:28]=2)[C:11]1=[O:12])([CH3:2])([CH3:3])[CH3:4]. (3) Given the reactants Br[C:2]1[C:3]2[C:8]([C:9]([C:16]3[CH:21]=[CH:20][CH:19]=[CH:18][CH:17]=3)=[C:10]3[C:15]=1[CH:14]=[CH:13][CH:12]=[CH:11]3)=[CH:7][CH:6]=[CH:5][CH:4]=2.C([Li])CCC.[B:27](OCC)([O:31]CC)[O:28]CC.Cl, predict the reaction product. The product is: [C:16]1([C:9]2[C:8]3[C:3](=[CH:4][CH:5]=[CH:6][CH:7]=3)[C:2]([B:27]([OH:31])[OH:28])=[C:15]3[C:10]=2[CH:11]=[CH:12][CH:13]=[CH:14]3)[CH:21]=[CH:20][CH:19]=[CH:18][CH:17]=1. (4) Given the reactants C([Zn]CC)C.[CH:6]#[C:7][CH2:8][CH2:9][CH2:10][CH3:11].[Li]CCCC.[NH2:17][C:18]1[CH:23]=[CH:22][C:21]([Cl:24])=[CH:20][C:19]=1[C:25](=[O:30])[C:26]([F:29])([F:28])[F:27].[CH3:31][S:32](O)(=[O:34])=[O:33], predict the reaction product. The product is: [CH3:31][S:32]([O:30][C@:25]([C:19]1[CH:20]=[C:21]([Cl:24])[CH:22]=[CH:23][C:18]=1[NH2:17])([C:6]#[C:7][CH2:8][CH2:9][CH2:10][CH3:11])[C:26]([F:29])([F:27])[F:28])(=[O:34])=[O:33]. (5) Given the reactants Cl.[Cl:2][C:3]1[CH:11]=[C:10]2[C:6]([CH2:7][CH2:8][C@H:9]2[NH2:12])=[C:5]([F:13])[CH:4]=1.[CH:14](=O)[C:15]1[CH:20]=[CH:19][CH:18]=[CH:17][CH:16]=1.[C:22]([O:25][C:26]1[C:27](=[CH:31][CH:32]=[CH:33][CH:34]=1)[C:28]([OH:30])=O)(=[O:24])[CH3:23].C1(C2CCC([N+:47]#[C-:48])=CC2)C=CC=CC=1.C[OH:50], predict the reaction product. The product is: [C:22]([O:25][C:26]1[CH:34]=[CH:33][CH:32]=[CH:31][C:27]=1[C:28](=[O:30])[N:12]([C@@H:14]([C:48](=[O:50])[NH2:47])[C:15]1[CH:20]=[CH:19][CH:18]=[CH:17][CH:16]=1)[C@H:9]1[C:10]2[C:6](=[C:5]([F:13])[CH:4]=[C:3]([Cl:2])[CH:11]=2)[CH2:7][CH2:8]1)(=[O:24])[CH3:23]. (6) Given the reactants [CH2:1]([C:3]1[S:28][C:6]2[N:7]([CH2:13][C:14]3[CH:19]=[CH:18][C:17]([C:20]4[C:21]([C:26]#[N:27])=[CH:22][CH:23]=[CH:24][CH:25]=4)=[CH:16][CH:15]=3)[C:8](=[O:12])[NH:9][C:10](=[O:11])[C:5]=2[CH:4]=1)[CH3:2].Br.Br[CH2:31][C:32]([C:34]1[CH:39]=[CH:38][N:37]=[CH:36][CH:35]=1)=[O:33].CN(C)C=O.[H-].[Na+], predict the reaction product. The product is: [CH2:1]([C:3]1[S:28][C:6]2[N:7]([CH2:13][C:14]3[CH:19]=[CH:18][C:17]([C:20]4[C:21]([C:26]#[N:27])=[CH:22][CH:23]=[CH:24][CH:25]=4)=[CH:16][CH:15]=3)[C:8](=[O:12])[N:9]([CH2:31][C:32](=[O:33])[C:34]3[CH:39]=[CH:38][N:37]=[CH:36][CH:35]=3)[C:10](=[O:11])[C:5]=2[CH:4]=1)[CH3:2]. (7) Given the reactants [F:1][C:2]1[C:10]2[S:9][C:8](=[N:11][C:12](=[O:23])[C:13]3[CH:18]=[CH:17][CH:16]=[C:15]([C:19]([F:22])([F:21])[F:20])[CH:14]=3)[NH:7][C:6]=2[CH:5]=[CH:4][C:3]=1[O:24][CH3:25].Br[CH:27]([CH3:33])[C:28]([O:30]CC)=[O:29].ClC1C=CC2NC(=NC(=O)C3C=CC=C(C(F)(F)F)C=3)SC=2C=1F.BrCC(OCC)=O, predict the reaction product. The product is: [F:1][C:2]1[C:10]2[S:9][C:8](=[N:11][C:12](=[O:23])[C:13]3[CH:18]=[CH:17][CH:16]=[C:15]([C:19]([F:20])([F:22])[F:21])[CH:14]=3)[N:7]([CH:27]([CH3:33])[C:28]([OH:30])=[O:29])[C:6]=2[CH:5]=[CH:4][C:3]=1[O:24][CH3:25]. (8) Given the reactants [N:1]([CH2:4][CH2:5][C:6]1[CH:13]=[CH:12][C:9]([C:10]#[N:11])=[CH:8][CH:7]=1)=[N+:2]=[N-:3].Cl.[CH3:15][CH2:16][OH:17], predict the reaction product. The product is: [N:1]([CH2:4][CH2:5][C:6]1[CH:13]=[CH:12][C:9]([C:10](=[NH:11])[O:17][CH2:16][CH3:15])=[CH:8][CH:7]=1)=[N+:2]=[N-:3].